This data is from Full USPTO retrosynthesis dataset with 1.9M reactions from patents (1976-2016). The task is: Predict the reactants needed to synthesize the given product. (1) The reactants are: F[C:2]1[CH:3]=[C:4]2[C:8](=[CH:9][C:10]=1[F:11])[N:7]([S:12]([C:15]1[CH:20]=[CH:19][CH:18]=[CH:17][CH:16]=1)(=[O:14])=[O:13])[CH:6]=[C:5]2[C:21]1[CH:22]=[N:23][N:24]([CH2:26]C2CCNCC2)[CH:25]=1.C([O-])([O-])=O.[Cs+].[Cs+].ClC[CH2:41][N:42]1[CH2:46][CH2:45][CH2:44][CH2:43]1. Given the product [F:11][C:10]1[CH:9]=[C:8]2[C:4]([C:5]([C:21]3[CH:22]=[N:23][N:24]([CH2:26][CH2:41][N:42]4[CH2:46][CH2:45][CH2:44][CH2:43]4)[CH:25]=3)=[CH:6][N:7]2[S:12]([C:15]2[CH:16]=[CH:17][CH:18]=[CH:19][CH:20]=2)(=[O:14])=[O:13])=[CH:3][CH:2]=1, predict the reactants needed to synthesize it. (2) Given the product [OH:29][CH2:16][CH2:17][CH2:18][CH2:19][C:20]#[C:21][C:22]#[C:23][CH2:24][CH2:25][CH2:26][CH2:27][O:28][CH2:14][CH2:13][CH2:12][CH2:11][CH2:10][CH2:9][CH2:8][CH2:7][CH2:6][CH2:5][CH2:4][CH3:3], predict the reactants needed to synthesize it. The reactants are: [H-].[Na+].[CH3:3][CH2:4][CH2:5][CH2:6][CH2:7][CH2:8][CH2:9][CH2:10][CH2:11][CH2:12][CH2:13][CH2:14]Br.[CH2:16]([OH:29])[CH2:17][CH2:18][CH2:19][C:20]#[C:21][C:22]#[C:23][CH2:24][CH2:25][CH2:26][CH2:27][OH:28]. (3) Given the product [C:18]([O:22][C:23]([N:25]1[C:34]2[C:29](=[CH:30][CH:31]=[C:32]([CH2:35][CH2:36][O:37][C:38]3[CH:39]=[C:40]4[C:44](=[CH:45][CH:46]=3)[N:43]([C:6]([C:7]3[C:16]5[C:11](=[CH:12][CH:13]=[CH:14][CH:15]=5)[CH:10]=[CH:9][CH:8]=3)=[CH:5][C:4]([O:3][CH2:1][CH3:2])=[O:17])[CH:42]=[CH:41]4)[N:33]=2)[CH2:28][CH2:27][CH2:26]1)=[O:24])([CH3:21])([CH3:19])[CH3:20], predict the reactants needed to synthesize it. The reactants are: [CH2:1]([O:3][C:4](=[O:17])[C:5]#[C:6][C:7]1[C:16]2[C:11](=[CH:12][CH:13]=[CH:14][CH:15]=2)[CH:10]=[CH:9][CH:8]=1)[CH3:2].[C:18]([O:22][C:23]([N:25]1[C:34]2[C:29](=[CH:30][CH:31]=[C:32]([CH2:35][CH2:36][O:37][C:38]3[CH:39]=[C:40]4[C:44](=[CH:45][CH:46]=3)[NH:43][CH:42]=[CH:41]4)[N:33]=2)[CH2:28][CH2:27][CH2:26]1)=[O:24])([CH3:21])([CH3:20])[CH3:19]. (4) Given the product [F:22][C:19]1[CH:20]=[CH:21][C:16]([CH2:15][CH2:14][CH2:13][N:10]([O:11][CH3:12])[C:8](=[O:9])[CH:7]=[C:5]([OH:6])[C:4]([NH:29][S:26]([CH3:25])(=[O:28])=[O:27])=[O:3])=[CH:17][CH:18]=1, predict the reactants needed to synthesize it. The reactants are: CC1(C)[O:6][C:5](=[CH:7][C:8]([N:10]([CH2:13][CH2:14][CH2:15][C:16]2[CH:21]=[CH:20][C:19]([F:22])=[CH:18][CH:17]=2)[O:11][CH3:12])=[O:9])[C:4](=O)[O:3]1.[CH3:25][S:26]([NH2:29])(=[O:28])=[O:27]. (5) Given the product [C:1]([O:5][C:6]([N:8]1[CH2:9][CH2:10][CH:11]([C:14]2[CH:19]=[C:18]([F:20])[CH:17]=[CH:16][C:15]=2[O:21][S:31]([C:34]([F:37])([F:36])[F:35])(=[O:33])=[O:32])[CH2:12][CH2:13]1)=[O:7])([CH3:4])([CH3:2])[CH3:3], predict the reactants needed to synthesize it. The reactants are: [C:1]([O:5][C:6]([N:8]1[CH2:13][CH2:12][CH:11]([C:14]2[CH:19]=[C:18]([F:20])[CH:17]=[CH:16][C:15]=2[OH:21])[CH2:10][CH2:9]1)=[O:7])([CH3:4])([CH3:3])[CH3:2].[H-].[Na+].C1C=CC(N([S:31]([C:34]([F:37])([F:36])[F:35])(=[O:33])=[O:32])[S:31]([C:34]([F:37])([F:36])[F:35])(=[O:33])=[O:32])=CC=1.C(OCC)(=O)C. (6) Given the product [CH3:16][C:17]1[CH:21]=[C:20]([C:22]([O:24][CH2:25][CH3:26])=[O:23])[N:19]([C:4]2[CH:5]=[CH:6][C:1]([C:10]3[CH:15]=[CH:14][CH:13]=[CH:12][CH:11]=3)=[CH:2][CH:3]=2)[N:18]=1, predict the reactants needed to synthesize it. The reactants are: [C:1]1([C:10]2[CH:15]=[CH:14][CH:13]=[CH:12][CH:11]=2)[CH:6]=[CH:5][C:4](B(O)O)=[CH:3][CH:2]=1.[CH3:16][C:17]1[CH:21]=[C:20]([C:22]([O:24][CH2:25][CH3:26])=[O:23])[NH:19][N:18]=1.N1C=CC=CC=1. (7) The reactants are: [CH2:1]([NH2:3])[CH3:2].[C:4]([NH:11][CH2:12][CH2:13][CH2:14][C:15]([OH:17])=O)([O:6][C:7]([CH3:10])([CH3:9])[CH3:8])=[O:5]. Given the product [C:7]([O:6][C:4](=[O:5])[NH:11][CH2:12][CH2:13][CH2:14][C:15](=[O:17])[NH:3][CH2:1][CH3:2])([CH3:8])([CH3:9])[CH3:10], predict the reactants needed to synthesize it. (8) Given the product [F:1][C:2]1[CH:3]=[CH:4][CH:5]=[C:6]2[C:11]=1[N:10]=[CH:9][CH:8]=[C:7]2[NH:12][C:13]([NH:15][C:16]1[N:21]=[C:20]([CH:22]2[CH2:23][CH2:24][N:25]([CH:37]([CH3:39])[CH3:36])[CH2:26][CH2:27]2)[CH:19]=[CH:18][CH:17]=1)=[O:14], predict the reactants needed to synthesize it. The reactants are: [F:1][C:2]1[CH:3]=[CH:4][CH:5]=[C:6]2[C:11]=1[N:10]=[CH:9][CH:8]=[C:7]2[NH:12][C:13]([NH:15][C:16]1[N:21]=[C:20]([CH:22]2[CH2:27][CH2:26][NH:25][CH2:24][CH2:23]2)[CH:19]=[CH:18][CH:17]=1)=[O:14].[BH4-].[Na+].Cl.C(Cl)Cl.CO.[CH3:36][C:37]([CH3:39])=O. (9) The reactants are: C1COCC1.[Br:6][C:7]1[CH:8]=[CH:9][C:10]([Cl:17])=[C:11]([CH:16]=1)[C:12](OC)=[O:13].[BH4-].[Na+].CO. Given the product [Br:6][C:7]1[CH:8]=[CH:9][C:10]([Cl:17])=[C:11]([CH2:12][OH:13])[CH:16]=1, predict the reactants needed to synthesize it.